From a dataset of HIV replication inhibition screening data with 41,000+ compounds from the AIDS Antiviral Screen. Binary Classification. Given a drug SMILES string, predict its activity (active/inactive) in a high-throughput screening assay against a specified biological target. (1) The compound is O=C(CC(=O)n1nc(-c2ccccc2)c(N=Nc2ccccc2C(=O)O)c1-c1ccccc1)Nc1ccc(Cl)cc1. The result is 0 (inactive). (2) The molecule is O=c1[nH]nc(Cc2ccccc2)n1N=CCCC=Nn1c(Cc2ccccc2)n[nH]c1=O. The result is 0 (inactive). (3) The compound is N#Cc1c(N=Cc2ccccc2Cl)sc2c1CCC2. The result is 0 (inactive). (4) The molecule is O=C(Nc1nc(C23CC4CC(CC(C4)C2)C3)cs1)c1cc2ccc(O)cc2oc1=O. The result is 0 (inactive). (5) The molecule is CCOC(=O)C(=Cc1ccc(OCc2ccccc2)cc1)P(=O)(OCC)OCC. The result is 0 (inactive).